Dataset: CYP3A4 inhibition data for predicting drug metabolism from PubChem BioAssay. Task: Regression/Classification. Given a drug SMILES string, predict its absorption, distribution, metabolism, or excretion properties. Task type varies by dataset: regression for continuous measurements (e.g., permeability, clearance, half-life) or binary classification for categorical outcomes (e.g., BBB penetration, CYP inhibition). Dataset: cyp3a4_veith. (1) The compound is CCCCOc1ccc(S(=O)(=O)Nc2cccnc2)cc1. The result is 1 (inhibitor). (2) The molecule is CCC(=O)Nc1cc2c(cc1C(=O)c1ccccc1)OCCO2. The result is 0 (non-inhibitor). (3) The molecule is CC(C)=CCNc1ncnc2c1c(C#N)cn2[C@H]1O[C@@H](CO)[C@@H](O)[C@@H]1O. The result is 0 (non-inhibitor).